Dataset: Forward reaction prediction with 1.9M reactions from USPTO patents (1976-2016). Task: Predict the product of the given reaction. (1) Given the reactants [C:1]([O:5][C@@H:6]([C:12]1[C:13]([CH3:27])=[N:14][C:15]2[N:16]([N:19]=[C:20]([C:22]([O:24][CH2:25][CH3:26])=[O:23])[CH:21]=2)[C:17]=1I)[C:7]([O:9][CH2:10][CH3:11])=[O:8])([CH3:4])([CH3:3])[CH3:2].[CH3:28][CH:29]([CH3:36])[CH2:30]/[CH:31]=[CH:32]/B(O)O.C([O-])([O-])=O.[Na+].[Na+], predict the reaction product. The product is: [C:1]([O:5][C@@H:6]([C:12]1[C:13]([CH3:27])=[N:14][C:15]2[N:16]([N:19]=[C:20]([C:22]([O:24][CH2:25][CH3:26])=[O:23])[CH:21]=2)[C:17]=1/[CH:32]=[CH:31]/[CH2:30][CH:29]([CH3:36])[CH3:28])[C:7]([O:9][CH2:10][CH3:11])=[O:8])([CH3:4])([CH3:3])[CH3:2]. (2) The product is: [CH3:8][C@H:6]1[O:7][C@@H:2]([CH3:1])[CH2:3][N:4]([CH2:9][C@:10]([OH:38])([CH3:37])[CH2:11][O:12][C:13]2[CH:14]=[CH:15][C:16]3[C:17]4[N:18]([CH2:34][CH2:35][N:36]=4)[C:19]([NH:25][C:26]([C:28]4[CH:29]=[N:30][CH:31]=[CH:32][CH:33]=4)=[O:27])=[N:20][C:21]=3[C:22]=2[OH:23])[CH2:5]1. Given the reactants [CH3:1][C@H:2]1[O:7][C@@H:6]([CH3:8])[CH2:5][N:4]([CH2:9][C@:10]([OH:38])([CH3:37])[CH2:11][O:12][C:13]2[CH:14]=[CH:15][C:16]3[C:17]4[N:18]([CH2:34][CH2:35][N:36]=4)[C:19]([NH:25][C:26]([C:28]4[CH:29]=[N:30][CH:31]=[CH:32][CH:33]=4)=[O:27])=[N:20][C:21]=3[C:22]=2[O:23]C)[CH2:3]1, predict the reaction product. (3) Given the reactants [NH2:1][C:2]1[N:7]=[C:6]([C:8]([NH:10][CH:11]([C:13]2[CH:14]=[N:15][C:16]([O:20][CH2:21][C:22]([F:25])([F:24])[F:23])=[C:17]([Cl:19])[CH:18]=2)[CH3:12])=[O:9])[CH:5]=[CH:4][N:3]=1.[C:26](Cl)(=[O:29])[CH2:27][CH3:28], predict the reaction product. The product is: [Cl:19][C:17]1[CH:18]=[C:13]([CH:11]([NH:10][C:8]([C:6]2[CH:5]=[CH:4][N:3]=[C:2]([NH:1][C:26](=[O:29])[CH2:27][CH3:28])[N:7]=2)=[O:9])[CH3:12])[CH:14]=[N:15][C:16]=1[O:20][CH2:21][C:22]([F:24])([F:23])[F:25]. (4) Given the reactants [Cl:1][C:2]1[N:11]=[C:10](Cl)[C:9]2[C:4](=[CH:5][CH:6]=[CH:7][C:8]=2[F:13])[N:3]=1.[Cl-].[C:15]([O:19][C:20](=[O:23])[CH2:21][Zn+])([CH3:18])([CH3:17])[CH3:16].C1(P(C2CCCCC2)C2C=CC=CC=2C2C(OC)=CC=CC=2OC)CCCCC1, predict the reaction product. The product is: [Cl:1][C:2]1[N:11]=[C:10]([CH2:21][C:20]([O:19][C:15]([CH3:18])([CH3:17])[CH3:16])=[O:23])[C:9]2[C:4](=[CH:5][CH:6]=[CH:7][C:8]=2[F:13])[N:3]=1. (5) Given the reactants Cl.[NH2:2][C@H:3]([C:12]1[C:17]([C:18]2[CH:19]=[CH:20][C:21]([F:27])=[C:22]([CH:26]=2)[C:23]([NH2:25])=[O:24])=[CH:16][CH:15]=[CH:14][N:13]=1)[CH2:4][C:5]1[CH:10]=[CH:9][CH:8]=[C:7]([F:11])[CH:6]=1.[Br:28][C:29]1[N:33]([CH2:34][C:35](O)=[O:36])[N:32]=[C:31]([C:38]([F:41])([F:40])[F:39])[CH:30]=1, predict the reaction product. The product is: [Br:28][C:29]1[N:33]([CH2:34][C:35]([NH:2][C@H:3]([C:12]2[C:17]([C:18]3[CH:19]=[CH:20][C:21]([F:27])=[C:22]([CH:26]=3)[C:23]([NH2:25])=[O:24])=[CH:16][CH:15]=[CH:14][N:13]=2)[CH2:4][C:5]2[CH:10]=[CH:9][CH:8]=[C:7]([F:11])[CH:6]=2)=[O:36])[N:32]=[C:31]([C:38]([F:41])([F:40])[F:39])[CH:30]=1.